This data is from CYP2C9 inhibition data for predicting drug metabolism from PubChem BioAssay. The task is: Regression/Classification. Given a drug SMILES string, predict its absorption, distribution, metabolism, or excretion properties. Task type varies by dataset: regression for continuous measurements (e.g., permeability, clearance, half-life) or binary classification for categorical outcomes (e.g., BBB penetration, CYP inhibition). Dataset: cyp2c9_veith. The molecule is O=C(c1ccncc1)N1CCC2(CCN(Cc3ccccc3)CC2)CC1. The result is 0 (non-inhibitor).